From a dataset of Catalyst prediction with 721,799 reactions and 888 catalyst types from USPTO. Predict which catalyst facilitates the given reaction. (1) Reactant: C([C@](O)(C(C)=C)C(O)=O)C.[CH2:11]([N:13]([CH2:29][CH3:30])[C:14]([C:16]1([CH2:27][CH3:28])[C:24]2[CH:23]=CNC(=O)[C:19]=2C(=O)[O:17]1)=[O:15])[CH3:12].C(N(C(C)C)C(C)C)C.S(Cl)(Cl)=O.C(NCC)C. Product: [CH2:29]([N:13]([CH2:11][CH3:12])[C:14](=[O:15])[C@@:16]([CH2:27][CH3:28])([OH:17])[C:24]([CH3:23])=[CH2:19])[CH3:30]. The catalyst class is: 4. (2) Reactant: [F:1][CH:2]([F:17])[C:3](=O)[CH2:4][C:5]([C:7]1[CH:12]=[CH:11][C:10]([O:13][CH3:14])=[C:9]([CH3:15])[CH:8]=1)=O.[NH2:18][NH2:19]. Product: [F:1][CH:2]([F:17])[C:3]1[NH:18][N:19]=[C:5]([C:7]2[CH:12]=[CH:11][C:10]([O:13][CH3:14])=[C:9]([CH3:15])[CH:8]=2)[CH:4]=1. The catalyst class is: 8. (3) Reactant: [Cl:1][C:2]1[N:11]=[CH:10][C:9]2[NH:8][CH2:7][C@@H:6]3[CH2:12][O:13][CH2:14][CH2:15][N:5]3[C:4]=2[N:3]=1.CC(C)([O-])C.[Na+].Br[CH2:23][CH2:24][C:25]([CH3:28])([OH:27])[CH3:26]. Product: [Cl:1][C:2]1[N:11]=[CH:10][C:9]2[N:8]([CH2:23][CH2:24][C:25]([CH3:28])([OH:27])[CH3:26])[CH2:7][C@@H:6]3[CH2:12][O:13][CH2:14][CH2:15][N:5]3[C:4]=2[N:3]=1. The catalyst class is: 16. (4) Reactant: [CH3:1][CH:2]1[C:10]2[C:5](=[CH:6][CH:7]=[C:8]([CH:11]=O)[CH:9]=2)[C:4](=[O:13])[O:3]1.[CH3:14][NH:15][CH3:16].C1COCC1.C(O[BH-](OC(=O)C)OC(=O)C)(=O)C.[Na+].CN(C=O)C. Product: [CH3:14][N:15]([CH2:11][C:8]1[CH:9]=[C:10]2[C:5](=[CH:6][CH:7]=1)[C:4](=[O:13])[O:3][CH:2]2[CH3:1])[CH3:16]. The catalyst class is: 559.